From a dataset of Full USPTO retrosynthesis dataset with 1.9M reactions from patents (1976-2016). Predict the reactants needed to synthesize the given product. Given the product [Cl:25][C:26]1[CH:27]=[C:28]([C:52]([NH:56][C@@H:57]2[CH2:61][CH2:60][N:59]([CH3:62])[C:58]2=[O:63])=[O:54])[CH:29]=[N:30][C:31]=1[NH:32][NH:33][C:34]([NH:36][CH:37]1[C:47]2[CH:46]=[CH:45][N:44]=[CH:43][C:42]=2[CH2:41][CH2:40][C:39]2[CH:48]=[CH:49][CH:50]=[CH:51][C:38]1=2)=[O:35], predict the reactants needed to synthesize it. The reactants are: CN(C(ON1N=NC2C=CC=NC1=2)=[N+](C)C)C.F[P-](F)(F)(F)(F)F.[Cl:25][C:26]1[CH:27]=[C:28]([C:52]([OH:54])=O)[CH:29]=[N:30][C:31]=1[NH:32][NH:33][C:34]([NH:36][CH:37]1[C:47]2[CH:46]=[CH:45][N:44]=[CH:43][C:42]=2[CH2:41][CH2:40][C:39]2[CH:48]=[CH:49][CH:50]=[CH:51][C:38]1=2)=[O:35].Cl.[NH2:56][C@@H:57]1[CH2:61][CH2:60][N:59]([CH3:62])[C:58]1=[O:63].CCN(C(C)C)C(C)C.